This data is from Reaction yield outcomes from USPTO patents with 853,638 reactions. The task is: Predict the reaction yield, written as a fraction of the theoretical maximum amount of product (1.0 means a 100% yield; for example, 0.34 means a 34% yield). No catalyst specified. The yield is 0.810. The reactants are C([C:3]1C=C[N:6]=[N:5][CH:4]=1)#N.[C:9](O)(=[S:13])[CH:10]([CH3:12])O.[N:15]1[CH:20]=[CH:19][CH:18]=CC=1.CC[OH:23]. The product is [CH3:18][C:19]1[S:13][C:9]([C:10]2[CH:3]=[CH:4][N:5]=[N:6][CH:12]=2)=[N:15][C:20]=1[OH:23].